Dataset: Full USPTO retrosynthesis dataset with 1.9M reactions from patents (1976-2016). Task: Predict the reactants needed to synthesize the given product. (1) Given the product [Cl:1][C:2]1[CH:3]=[C:4]([C:8]2[N:9]([CH2:20][C:21]([NH:23][CH:24]([CH3:26])[CH3:25])=[O:22])[C:10](=[O:19])[C:11]3[C:16]([CH:17]=2)=[CH:15][CH:14]=[C:13]([O:18][CH2:34][C@@H:35]([CH3:38])[CH2:36][OH:37])[CH:12]=3)[CH:5]=[CH:6][CH:7]=1, predict the reactants needed to synthesize it. The reactants are: [Cl:1][C:2]1[CH:3]=[C:4]([C:8]2[N:9]([CH2:20][C:21]([NH:23][CH:24]([CH3:26])[CH3:25])=[O:22])[C:10](=[O:19])[C:11]3[C:16]([CH:17]=2)=[CH:15][CH:14]=[C:13]([OH:18])[CH:12]=3)[CH:5]=[CH:6][CH:7]=1.C([O-])([O-])=O.[K+].[K+].Br[CH2:34][C@@H:35]([CH3:38])[CH2:36][OH:37].O. (2) The reactants are: Cl[C:2]1[CH:3]=[CH:4][C:5]2[N:11]3[CH2:12][C@H:8]([CH2:9][CH2:10]3)[N:7]([C:13]([NH:15][C:16]3[CH:21]=[CH:20][CH:19]=[CH:18][N:17]=3)=[O:14])[C:6]=2[N:22]=1.[F:23][C:24]([F:32])([F:31])[CH:25]1[CH2:30][CH2:29][NH:28][CH2:27][CH2:26]1.C1(P(C2CCCCC2)C2C=CC=CC=2C2C(C(C)C)=CC(C(C)C)=CC=2C(C)C)CCCCC1.C(=O)([O-])[O-].[K+].[K+]. Given the product [N:17]1[CH:18]=[CH:19][CH:20]=[CH:21][C:16]=1[NH:15][C:13]([N:7]1[C@@H:8]2[CH2:12][N:11]([CH2:10][CH2:9]2)[C:5]2[CH:4]=[CH:3][C:2]([N:28]3[CH2:29][CH2:30][CH:25]([C:24]([F:32])([F:31])[F:23])[CH2:26][CH2:27]3)=[N:22][C:6]1=2)=[O:14], predict the reactants needed to synthesize it. (3) The reactants are: [CH2:1]([C@H:8]([NH:31][C:32](=[O:38])[O:33][C:34](C)([CH3:36])[CH3:35])[C@@H:9]([OH:30])[CH:10]([NH:18][S:19]([C:22]1[CH:27]=[CH:26][C:25]([O:28][CH3:29])=[CH:24][CH:23]=1)(=[O:21])=[O:20])[O:11][CH:12]1[CH2:17][CH2:16][CH2:15][CH2:14][CH2:13]1)[C:2]1[CH:7]=[CH:6][CH:5]=[CH:4][CH:3]=1.[C:39](=O)([O:49]C1C=CC([N+]([O-])=O)=CC=1)[O:40][C@H:41]1[O:49][C@H:39]2[O:40][CH2:41][CH2:42][C@H]2[CH2:42]1.C(N(C(C)C)CC)(C)C.C(#N)C. Given the product [CH2:1]([C@H:8]([NH:31][C:32](=[O:38])[O:33][C@@H:34]1[C@H:35]2[C@H:39]([O:40][CH2:41][CH2:42]2)[O:49][CH2:36]1)[C@@H:9]([OH:30])[CH:10]([NH:18][S:19]([C:22]1[CH:27]=[CH:26][C:25]([O:28][CH3:29])=[CH:24][CH:23]=1)(=[O:21])=[O:20])[O:11][CH:12]1[CH2:17][CH2:16][CH2:15][CH2:14][CH2:13]1)[C:2]1[CH:7]=[CH:6][CH:5]=[CH:4][CH:3]=1, predict the reactants needed to synthesize it. (4) Given the product [CH3:28][C:2]1[CH:3]=[C:4]([NH:14][C:15]2[N:20]=[C:19]([C:21]3[CH:26]=[CH:25][CH:24]=[CH:23][N:22]=3)[CH:18]=[CH:17][N:16]=2)[CH:5]=[C:6]2[C:10]=1[NH:9][C:8]([C:11]([OH:13])=[O:12])=[CH:7]2, predict the reactants needed to synthesize it. The reactants are: Cl[C:2]1[CH:3]=[C:4]([NH:14][C:15]2[N:20]=[C:19]([C:21]3[CH:26]=[CH:25][CH:24]=[CH:23][N:22]=3)[CH:18]=[CH:17][N:16]=2)[CH:5]=[C:6]2[C:10]=1[NH:9][C:8]([C:11]([OH:13])=[O:12])=[CH:7]2.N1C=CC=C[C:28]=1C1C=CN=C(NC2C=CC3OC(C(O)=O)=CC=3C=2)N=1. (5) Given the product [CH3:1][C:2]1([CH3:31])[S:32][C@H:33]2[CH2:46][CH2:47][CH2:7][CH2:6][N:5]2[C:4](=[O:12])[C@H:3]1[NH:13][C:14](=[O:30])[O:15][CH2:16][CH:17]1[C:29]2[CH:28]=[CH:27][CH:26]=[CH:25][C:24]=2[C:23]2[C:18]1=[CH:19][CH:20]=[CH:21][CH:22]=2, predict the reactants needed to synthesize it. The reactants are: [CH3:1][C:2]([S:32][C:33]([C:46]1C=CC=C[CH:47]=1)(C1C=CC=CC=1)C1C=CC=CC=1)([CH3:31])[C@H:3]([NH:13][C:14](=[O:30])[O:15][CH2:16][CH:17]1[C:29]2[CH:28]=[CH:27][CH:26]=[CH:25][C:24]=2[C:23]2[C:18]1=[CH:19][CH:20]=[CH:21][CH:22]=2)[C:4](=[O:12])[NH:5][CH2:6][CH2:7]CCC=O.C(Cl)Cl.C(O)(C(F)(F)F)=O. (6) Given the product [CH3:13][N:12]1[C:8]([C:6]2[CH:7]=[C:2]([NH2:14])[CH:3]=[N:4][CH:5]=2)=[N:9][N:10]=[N:11]1, predict the reactants needed to synthesize it. The reactants are: Br[C:2]1[CH:3]=[N:4][CH:5]=[C:6]([C:8]2[N:12]([CH3:13])[N:11]=[N:10][N:9]=2)[CH:7]=1.[NH3:14].